Dataset: Forward reaction prediction with 1.9M reactions from USPTO patents (1976-2016). Task: Predict the product of the given reaction. (1) Given the reactants C(O[C:9]1[CH:14]=[CH:13][C:12]([C@H:15]2[CH2:17][C@@H:16]2[N+:18]([O-:20])=[O:19])=[CH:11][CH:10]=1)C1C=CC=CC=1.[Br:21]C1C=CC(/C=C/[N+]([O-])=O)=CC=1, predict the reaction product. The product is: [Br:21][C:9]1[CH:14]=[CH:13][C:12]([C@@H:15]2[CH2:17][C@H:16]2[N+:18]([O-:20])=[O:19])=[CH:11][CH:10]=1. (2) Given the reactants C(OC([N:8]1[CH2:12][CH2:11][CH:10]([C:13]2[C:21]3[O:20][C:19]([C:22](=[O:24])[CH3:23])=[C:18]([CH2:25][C:26]4[CH:31]=[CH:30][CH:29]=[C:28]([F:32])[CH:27]=4)[C:17]=3[CH:16]=[C:15]([F:33])[CH:14]=2)[CH2:9]1)=O)(C)(C)C.Cl, predict the reaction product. The product is: [F:33][C:15]1[CH:14]=[C:13]([CH:10]2[CH2:11][CH2:12][NH:8][CH2:9]2)[C:21]2[O:20][C:19]([C:22](=[O:24])[CH3:23])=[C:18]([CH2:25][C:26]3[CH:31]=[CH:30][CH:29]=[C:28]([F:32])[CH:27]=3)[C:17]=2[CH:16]=1. (3) The product is: [CH3:30][O:29][C:25]1[CH:24]=[C:23]2[C:28]([C:19]([NH:17][CH2:16][C:13]3[N:11]4[N:12]=[C:7]([C:5]5[O:4][N:3]=[C:2]([CH3:1])[CH:6]=5)[CH:8]=[CH:9][C:10]4=[N:15][N:14]=3)=[CH:20][CH:21]=[N:22]2)=[N:27][CH:26]=1. Given the reactants [CH3:1][C:2]1[CH:6]=[C:5]([C:7]2[CH:8]=[CH:9][C:10]3[N:11]([C:13]([CH2:16][NH2:17])=[N:14][N:15]=3)[N:12]=2)[O:4][N:3]=1.Cl[C:19]1[CH:20]=[CH:21][N:22]=[C:23]2[C:28]=1[N:27]=[CH:26][C:25]([O:29][CH3:30])=[CH:24]2, predict the reaction product.